This data is from Catalyst prediction with 721,799 reactions and 888 catalyst types from USPTO. The task is: Predict which catalyst facilitates the given reaction. Reactant: Cl.[F:2][C:3]1[CH:8]=[CH:7][C:6]([C:9]2(C(O)=O)[CH2:14][CH2:13][N:12]([CH3:15])[CH2:11][CH2:10]2)=[CH:5][CH:4]=1.C1(P([N:33]=[N+]=[N-])(C2C=CC=CC=2)=O)C=CC=CC=1.O.CCO[C:40](C)=[O:41]. Product: [F:2][C:3]1[CH:4]=[CH:5][C:6]([C:9]2([N:33]=[C:40]=[O:41])[CH2:10][CH2:11][N:12]([CH3:15])[CH2:13][CH2:14]2)=[CH:7][CH:8]=1. The catalyst class is: 11.